Dataset: Retrosynthesis with 50K atom-mapped reactions and 10 reaction types from USPTO. Task: Predict the reactants needed to synthesize the given product. (1) Given the product N#Cc1ccncc1OC1CCC1, predict the reactants needed to synthesize it. The reactants are: N#Cc1ccncc1Cl.OC1CCC1. (2) The reactants are: CN.O=[N+]([O-])c1cccc(CCl)c1. Given the product CNCc1cccc([N+](=O)[O-])c1, predict the reactants needed to synthesize it. (3) The reactants are: N#Cc1ccc(O)c(C(F)(F)F)c1.OC1CCOCC1. Given the product N#Cc1ccc(OC2CCOCC2)c(C(F)(F)F)c1, predict the reactants needed to synthesize it. (4) Given the product CCC(O)C(C)n1c(C)c(C(=O)OC(C)(C)C)c2cccnc21, predict the reactants needed to synthesize it. The reactants are: CCC(=O)C(C)n1c(C)c(C(=O)OC(C)(C)C)c2cccnc21. (5) Given the product Cc1cc(-c2cnn(C)c2)ccc1Nc1ncc2ccnc(-c3cnn(C)c3)c2n1, predict the reactants needed to synthesize it. The reactants are: Cc1cc(-c2cnn(C)c2)ccc1Nc1ncc2ccnc(Cl)c2n1.Cn1cc(B2OC(C)(C)C(C)(C)O2)cn1.